This data is from Forward reaction prediction with 1.9M reactions from USPTO patents (1976-2016). The task is: Predict the product of the given reaction. Given the reactants [CH:1]1([N:4]2[CH2:9][CH2:8][N:7]([C:10]([C:12]3[CH:19]=[CH:18][C:15]([CH:16]=[O:17])=[CH:14][CH:13]=3)=[O:11])[CH2:6][CH2:5]2)[CH2:3][CH2:2]1.C(#N)C.[OH:23][S:24]([O-:26])=[O:25].[Na+:27], predict the reaction product. The product is: [CH:1]1([N:4]2[CH2:9][CH2:8][N:7]([C:10]([C:12]3[CH:19]=[CH:18][C:15]([CH:16]([OH:17])[S:24]([O-:26])(=[O:25])=[O:23])=[CH:14][CH:13]=3)=[O:11])[CH2:6][CH2:5]2)[CH2:2][CH2:3]1.[Na+:27].